Dataset: Peptide-MHC class II binding affinity with 134,281 pairs from IEDB. Task: Regression. Given a peptide amino acid sequence and an MHC pseudo amino acid sequence, predict their binding affinity value. This is MHC class II binding data. The peptide sequence is KLSQELHKLQTYPRT. The MHC is DRB1_0405 with pseudo-sequence DRB1_0405. The binding affinity (normalized) is 0.130.